Predict the reactants needed to synthesize the given product. From a dataset of Full USPTO retrosynthesis dataset with 1.9M reactions from patents (1976-2016). (1) Given the product [Cl:1][C:2]1[C:3]2[N:17]=[N:18][N:9]([CH2:10][C:11]3[CH:16]=[CH:15][CH:14]=[CH:13][N:12]=3)[C:4]=2[N:5]=[C:6]([NH2:8])[N:7]=1, predict the reactants needed to synthesize it. The reactants are: [Cl:1][C:2]1[N:7]=[C:6]([NH2:8])[N:5]=[C:4]([NH:9][CH2:10][C:11]2[CH:16]=[CH:15][CH:14]=[CH:13][N:12]=2)[C:3]=1[NH2:17].[N:18]([O-])=O.[Na+]. (2) Given the product [CH3:1][C:2]1[CH:7]=[C:6]([NH:8][CH:9]2[CH2:10][CH2:11][N:12]([C@H:15]3[CH2:20][CH2:19][C@@H:18]([O:21][CH3:22])[CH2:17][CH2:16]3)[CH2:13][CH2:14]2)[C:5]([NH2:23])=[CH:4][CH:3]=1, predict the reactants needed to synthesize it. The reactants are: [CH3:1][C:2]1[CH:3]=[CH:4][C:5]([N+:23]([O-])=O)=[C:6]([NH:8][CH:9]2[CH2:14][CH2:13][N:12]([C@H:15]3[CH2:20][CH2:19][C@@H:18]([O:21][CH3:22])[CH2:17][CH2:16]3)[CH2:11][CH2:10]2)[CH:7]=1.O.NN. (3) Given the product [CH3:20][O:21][C:3]([C:5]1([CH2:12][C:13]2[CH:14]=[CH:15][C:16]([Cl:19])=[CH:17][CH:18]=2)[CH2:9][CH2:8][C:7]([CH3:10])([CH2:22][OH:23])[C:6]1=[O:11])=[O:4], predict the reactants needed to synthesize it. The reactants are: CO[C:3]([C:5]1([CH2:12][C:13]2[CH:18]=[CH:17][C:16]([Cl:19])=[CH:15][CH:14]=2)[CH2:9][CH2:8][CH:7]([CH3:10])[C:6]1=[O:11])=[O:4].[CH2:20]=[O:21].[C:22](=O)([O-])[O-:23].[K+].[K+]. (4) Given the product [Br:39][CH2:40][CH2:41][CH2:42][N:11]1[C:12]2[CH:17]=[CH:16][CH:15]=[CH:14][C:13]=2[N:9]([C:5]2[CH:6]=[CH:7][CH:8]=[C:3]([O:2][CH3:1])[CH:4]=2)[S:10]1(=[O:19])=[O:18], predict the reactants needed to synthesize it. The reactants are: [CH3:1][O:2][C:3]1[CH:4]=[C:5]([N:9]2[C:13]3[CH:14]=[CH:15][CH:16]=[CH:17][C:12]=3[NH:11][S:10]2(=[O:19])=[O:18])[CH:6]=[CH:7][CH:8]=1.C1(P(C2C=CC=CC=2)C2C=CC=CC=2)C=CC=CC=1.[Br:39][CH2:40][CH2:41][CH2:42]O.CC(OC(/N=N/C(OC(C)C)=O)=O)C. (5) Given the product [C:5](=[O:7])=[O:6].[C:1]([OH:13])(=[O:12])[CH2:2][C:3]([CH2:8][C:9]([O-:11])=[O:10])([C:5]([O-:7])=[O:6])[OH:4].[Na+:18].[Na+:18].[C:1]([O-:13])(=[O:12])[CH2:2][C:3]([CH2:8][C:9]([O-:11])=[O:10])([C:5]([O-:7])=[O:6])[OH:4].[Na+:18].[Na+:18].[Na+:18], predict the reactants needed to synthesize it. The reactants are: [C:1]([OH:13])(=[O:12])[CH2:2][C:3]([CH2:8][C:9]([OH:11])=[O:10])([C:5]([OH:7])=[O:6])[OH:4].C(=O)(O)[O-].[Na+:18]. (6) Given the product [N+:1]([C:9]1[CH:10]=[CH:11][C:6]([C:12]2([C:16]#[N:17])[CH2:15][CH2:14][CH2:13]2)=[CH:7][CH:8]=1)([O-:4])=[O:2], predict the reactants needed to synthesize it. The reactants are: [N+:1]([O-:4])([O-])=[O:2].[K+].[C:6]1([C:12]2([C:16]#[N:17])[CH2:15][CH2:14][CH2:13]2)[CH:11]=[CH:10][CH:9]=[CH:8][CH:7]=1. (7) Given the product [CH:1]1([C:4]2[CH:5]=[C:6]([C:14]#[CH:15])[CH:7]=[CH:8][C:9]=2[O:10][CH:11]([F:12])[F:13])[CH2:3][CH2:2]1, predict the reactants needed to synthesize it. The reactants are: [CH:1]1([C:4]2[CH:5]=[C:6]([C:14]#[C:15][Si](C(C)C)(C(C)C)C(C)C)[CH:7]=[CH:8][C:9]=2[O:10][CH:11]([F:13])[F:12])[CH2:3][CH2:2]1.[F-].C([N+](CCCC)(CCCC)CCCC)CCC. (8) The reactants are: [O:1]1[C:10]2[C:5](=[CH:6][CH:7]=[CH:8][CH:9]=2)[C@H:4]([NH:11][C:12]([C@@H:14]2[CH2:19][N:18]3[CH2:20][C@H:21]([OH:23])[CH2:22][C@@H:17]3[CH2:16][N:15]2C(OC(C)(C)C)=O)=[O:13])[CH2:3][CH2:2]1.C(OCC)(=O)C.[ClH:37]. Given the product [ClH:37].[ClH:37].[O:1]1[C:10]2[C:5](=[CH:6][CH:7]=[CH:8][CH:9]=2)[C@H:4]([NH:11][C:12]([C@@H:14]2[CH2:19][N:18]3[CH2:20][C@H:21]([OH:23])[CH2:22][C@@H:17]3[CH2:16][NH:15]2)=[O:13])[CH2:3][CH2:2]1, predict the reactants needed to synthesize it. (9) Given the product [CH3:22][S:19]([N:16]1[CH2:17][CH2:18][CH:13]([O:12][C:9]2[CH:10]=[C:11]3[C:6](=[CH:7][CH:8]=2)[N:5]=[CH:4][N:3]=[C:2]3[NH:33][C:32]2[CH:31]=[CH:30][C:29]([S:28][C:24]3[S:23][CH:27]=[CH:26][N:25]=3)=[CH:35][CH:34]=2)[CH2:14][CH2:15]1)(=[O:21])=[O:20], predict the reactants needed to synthesize it. The reactants are: Cl[C:2]1[C:11]2[C:6](=[CH:7][CH:8]=[C:9]([O:12][CH:13]3[CH2:18][CH2:17][N:16]([S:19]([CH3:22])(=[O:21])=[O:20])[CH2:15][CH2:14]3)[CH:10]=2)[N:5]=[CH:4][N:3]=1.[S:23]1[CH:27]=[CH:26][N:25]=[C:24]1[S:28][C:29]1[CH:35]=[CH:34][C:32]([NH2:33])=[CH:31][CH:30]=1.